This data is from Reaction yield outcomes from USPTO patents with 853,638 reactions. The task is: Predict the reaction yield, written as a fraction of the theoretical maximum amount of product (1.0 means a 100% yield; for example, 0.34 means a 34% yield). The reactants are [N:1]1([S:7]([O:10][C:11]2[CH:16]=[CH:15][CH:14]=[C:13]([C:17]3([C:25]4[CH:30]=[CH:29][CH:28]=[C:27]([Br:31])[CH:26]=4)[C:21](=[O:22])[N:20]([CH3:23])[C:19](=S)[NH:18]3)[CH:12]=2)(=[O:9])=[O:8])[CH2:6][CH2:5][O:4][CH2:3][CH2:2]1.[NH3:32].C(OO)(C)(C)C. No catalyst specified. The product is [N:1]1([S:7]([O:10][C:11]2[CH:16]=[CH:15][CH:14]=[C:13]([C:17]3([C:25]4[CH:30]=[CH:29][CH:28]=[C:27]([Br:31])[CH:26]=4)[C:21](=[O:22])[N:20]([CH3:23])[C:19]([NH2:32])=[N:18]3)[CH:12]=2)(=[O:9])=[O:8])[CH2:6][CH2:5][O:4][CH2:3][CH2:2]1. The yield is 0.850.